This data is from Reaction yield outcomes from USPTO patents with 853,638 reactions. The task is: Predict the reaction yield, written as a fraction of the theoretical maximum amount of product (1.0 means a 100% yield; for example, 0.34 means a 34% yield). (1) The yield is 0.210. The reactants are [CH:1]1([CH2:4][O:5][C:6]2[C:7]([OH:24])=[C:8]([C:14]3[CH:15]=[C:16]4[C:20](=[CH:21][CH:22]=3)[C:19](=[O:23])[O:18][CH2:17]4)[CH:9]=[CH:10][C:11]=2[O:12][CH3:13])[CH2:3][CH2:2]1.C(=O)([O-])[O-].[K+].[K+].[CH2:31](Br)[CH:32]([CH3:34])[CH3:33]. The catalyst is C(#N)C. The product is [CH:1]1([CH2:4][O:5][C:6]2[C:7]([O:24][CH2:31][CH:32]([CH3:34])[CH3:33])=[C:8]([C:14]3[CH:15]=[C:16]4[C:20](=[CH:21][CH:22]=3)[C:19](=[O:23])[O:18][CH2:17]4)[CH:9]=[CH:10][C:11]=2[O:12][CH3:13])[CH2:3][CH2:2]1. (2) The product is [Br:37][C:12]1[C:11]([O:10][CH2:9][C@@H:8]([NH:7][C:6](=[O:29])[O:5][C:1]([CH3:4])([CH3:3])[CH3:2])[CH2:25][CH:26]([CH3:27])[CH3:28])=[CH:16][C:15]2[O:17][CH2:18][C:19]3[C:24]([C:14]=2[CH:13]=1)=[CH:23][CH:22]=[N:21][CH:20]=3. The catalyst is C(#N)C. The yield is 0.350. The reactants are [C:1]([O:5][C:6](=[O:29])[NH:7][CH:8]([CH2:25][CH:26]([CH3:28])[CH3:27])[CH2:9][O:10][C:11]1[CH:12]=[CH:13][C:14]2[C:24]3[C:19](=[CH:20][N:21]=[CH:22][CH:23]=3)[CH2:18][O:17][C:15]=2[CH:16]=1)([CH3:4])([CH3:3])[CH3:2].C1C(=O)N([Br:37])C(=O)C1. (3) The reactants are [C:1]([O:5][CH3:6])(=[O:4])[CH2:2][SH:3].Cl[CH2:8][C:9]([C:11]1[CH:20]=[CH:19][C:14]2[NH:15][C:16](=[O:18])[NH:17][C:13]=2[CH:12]=1)=[O:10].C(=O)([O-])[O-].[K+].[K+]. The catalyst is O1CCCC1. The product is [O:10]=[C:9]([C:11]1[CH:20]=[CH:19][C:14]2[NH:15][C:16](=[O:18])[NH:17][C:13]=2[CH:12]=1)[CH2:8][S:3][CH2:2][C:1]([O:5][CH3:6])=[O:4]. The yield is 0.730. (4) The product is [C:15]([O:19][C:20]([N:22]1[CH2:27][CH2:26][CH:25]([NH:8][C:6]2[CH:7]=[C:2]([Cl:1])[CH:3]=[CH:4][C:5]=2[CH2:9][CH:10]([O:13][CH3:14])[O:11][CH3:12])[CH2:24][CH2:23]1)=[O:21])([CH3:18])([CH3:16])[CH3:17]. The catalyst is C(O)(=O)C. The yield is 0.710. The reactants are [Cl:1][C:2]1[CH:3]=[CH:4][C:5]([CH2:9][CH:10]([O:13][CH3:14])[O:11][CH3:12])=[C:6]([NH2:8])[CH:7]=1.[C:15]([O:19][C:20]([N:22]1[CH2:27][CH2:26][C:25](=O)[CH2:24][CH2:23]1)=[O:21])([CH3:18])([CH3:17])[CH3:16].C(O[BH-](OC(=O)C)OC(=O)C)(=O)C.[Na+]. (5) The reactants are [CH2:1]([O:8][C:9](=[O:22])[NH:10][CH2:11][CH2:12][CH2:13][CH2:14][C:15]1[CH:20]=[CH:19][C:18]([OH:21])=[CH:17][CH:16]=1)[C:2]1[CH:7]=[CH:6][CH:5]=[CH:4][CH:3]=1.C(=O)([O-])[O-].[K+].[K+].[I-].[Na+].Br[CH2:32][C:33]([O:35][CH2:36][CH3:37])=[O:34]. The catalyst is CN(C=O)C.O. The product is [CH2:36]([O:35][C:33](=[O:34])[CH2:32][O:21][C:18]1[CH:19]=[CH:20][C:15]([CH2:14][CH2:13][CH2:12][CH2:11][NH:10][C:9]([O:8][CH2:1][C:2]2[CH:7]=[CH:6][CH:5]=[CH:4][CH:3]=2)=[O:22])=[CH:16][CH:17]=1)[CH3:37]. The yield is 0.890.